Dataset: Full USPTO retrosynthesis dataset with 1.9M reactions from patents (1976-2016). Task: Predict the reactants needed to synthesize the given product. (1) The reactants are: [OH:1][NH:2][C:3]([C:5]1[CH:13]=[CH:12][C:11]2[NH:10][C:9]3[CH:14]([CH2:17][C:18]([O:20][CH2:21][CH3:22])=[O:19])[CH2:15][CH2:16][C:8]=3[C:7]=2[CH:6]=1)=[NH:4].C(N(CC)CC)C.[N:30]1([C:35]2[CH:36]=[C:37]([CH:41]=[C:42]([O:44][C:45]([F:48])([F:47])[F:46])[CH:43]=2)[C:38](Cl)=O)[CH2:34][CH2:33][CH2:32][CH2:31]1. Given the product [N:30]1([C:35]2[CH:36]=[C:37]([C:38]3[O:1][N:2]=[C:3]([C:5]4[CH:13]=[CH:12][C:11]5[NH:10][C:9]6[CH:14]([CH2:17][C:18]([O:20][CH2:21][CH3:22])=[O:19])[CH2:15][CH2:16][C:8]=6[C:7]=5[CH:6]=4)[N:4]=3)[CH:41]=[C:42]([O:44][C:45]([F:46])([F:47])[F:48])[CH:43]=2)[CH2:34][CH2:33][CH2:32][CH2:31]1, predict the reactants needed to synthesize it. (2) Given the product [C:15]([C:19]1[CH:20]=[CH:21][C:22]([C@@H:25]2[CH2:27][C@H:26]2[C:28]([N:10]2[CH2:9][C@H:8]([CH:11]([CH3:13])[CH3:12])[NH:7][C:6](=[O:14])[C@@H:5]2[CH2:1][CH:2]([CH3:4])[CH3:3])=[O:29])=[CH:23][CH:24]=1)([CH3:18])([CH3:16])[CH3:17], predict the reactants needed to synthesize it. The reactants are: [CH2:1]([C@@H:5]1[NH:10][CH2:9][C@H:8]([CH:11]([CH3:13])[CH3:12])[NH:7][C:6]1=[O:14])[CH:2]([CH3:4])[CH3:3].[C:15]([C:19]1[CH:24]=[CH:23][C:22]([C@@H:25]2[CH2:27][C@H:26]2[C:28](O)=[O:29])=[CH:21][CH:20]=1)([CH3:18])([CH3:17])[CH3:16].C([C@@H]1N(C([C@@H]2C[C@H]2C2C=CC=CC=2)=O)C[C@H](CC(C)C)NC1=O)C(C)C. (3) Given the product [NH4+:2].[OH-:15].[CH3:1][N:2]1[C@:6]2([CH2:17][C:9]3=[N:10][CH:11]=[C:12]([C:14]([NH:21][C@H:22]4[CH2:27][C@@H:26]([C:28]5[C:33]([F:34])=[C:32]([F:35])[CH:31]=[C:30]([F:36])[C:29]=5[F:37])[C@@H:25]([CH3:38])[N:24]([CH2:39][C:40]([F:43])([F:42])[F:41])[C:23]4=[O:44])=[O:16])[CH:13]=[C:8]3[CH2:7]2)[C:5](=[O:18])[NH:4][C:3]1=[O:19], predict the reactants needed to synthesize it. The reactants are: [CH3:1][N:2]1[C@:6]2([CH2:17][C:9]3=[N:10][CH:11]=[C:12]([C:14]([OH:16])=[O:15])[CH:13]=[C:8]3[CH2:7]2)[C:5](=[O:18])[NH:4][C:3]1=[O:19].Cl.[NH2:21][C@H:22]1[CH2:27][C@@H:26]([C:28]2[C:33]([F:34])=[C:32]([F:35])[CH:31]=[C:30]([F:36])[C:29]=2[F:37])[C@@H:25]([CH3:38])[N:24]([CH2:39][C:40]([F:43])([F:42])[F:41])[C:23]1=[O:44].C1C=CC2N(O)N=NC=2C=1.C(Cl)CCl.C(N(CC)C(C)C)(C)C.C(=O)(O)[O-].[Na+]. (4) Given the product [OH:16][C@H:14]([CH3:15])[CH2:13][CH2:12][C:3]1[C:4]([O:8][CH2:9][O:10][CH3:11])=[CH:5][CH:6]=[CH:7][C:2]=1[NH:1][C:23](=[O:25])[CH3:24], predict the reactants needed to synthesize it. The reactants are: [NH2:1][C:2]1[CH:7]=[CH:6][CH:5]=[C:4]([O:8][CH2:9][O:10][CH3:11])[C:3]=1[CH2:12][CH2:13][C@H:14]([OH:16])[CH3:15].N1C=CC=CC=1.[C:23](OC(=O)C)(=[O:25])[CH3:24]. (5) Given the product [NH2:27][C:25]1[CH:24]=[CH:23][C:21]2[NH:22][C:17]([C:8]3[C:7](=[O:37])[C:6]([CH2:5][CH2:4][CH:1]4[CH2:3][CH2:2]4)([CH3:38])[C:15]4[C:10]([C:9]=3[OH:16])=[CH:11][CH:12]=[CH:13][CH:14]=4)=[N:18][S:19](=[O:36])(=[O:35])[C:20]=2[CH:26]=1, predict the reactants needed to synthesize it. The reactants are: [CH:1]1([CH2:4][CH2:5][C:6]2([CH3:38])[C:15]3[C:10](=[CH:11][CH:12]=[CH:13][CH:14]=3)[C:9]([OH:16])=[C:8]([C:17]3[NH:22][C:21]4[CH:23]=[CH:24][C:25]([NH:27]C(=O)OC(C)(C)C)=[CH:26][C:20]=4[S:19](=[O:36])(=[O:35])[N:18]=3)[C:7]2=[O:37])[CH2:3][CH2:2]1.FC(F)(F)C(O)=O.